This data is from CYP2C9 inhibition data for predicting drug metabolism from PubChem BioAssay. The task is: Regression/Classification. Given a drug SMILES string, predict its absorption, distribution, metabolism, or excretion properties. Task type varies by dataset: regression for continuous measurements (e.g., permeability, clearance, half-life) or binary classification for categorical outcomes (e.g., BBB penetration, CYP inhibition). Dataset: cyp2c9_veith. (1) The drug is CCOC(=O)c1c(C)oc2c1cc(O)c1ccccc12. The result is 1 (inhibitor). (2) The drug is O=C(NCCN1CCOCC1)c1ccc2ccccc2c1. The result is 0 (non-inhibitor). (3) The drug is CN(C)CC(C)(C)CN1c2ccccc2Sc2ccccc21. The result is 0 (non-inhibitor). (4) The result is 1 (inhibitor). The compound is N[C@H](C(=O)O)[C@H](OCc1ccccc1)C(=O)O. (5) The drug is Cc1cc(C)c(NC(=O)C[C@H](CC(=O)[O-])c2cccc3ccccc23)c(C(=O)N2CCC3(CCCC3)CC2)c1.[Na+]. The result is 0 (non-inhibitor). (6) The drug is O=C1COC(c2ccccc2O)=NN1CCCN1CCCC1. The result is 0 (non-inhibitor).